From a dataset of Reaction yield outcomes from USPTO patents with 853,638 reactions. Predict the reaction yield, written as a fraction of the theoretical maximum amount of product (1.0 means a 100% yield; for example, 0.34 means a 34% yield). (1) The product is [NH2:30][C:26]1([C:23]2[CH:24]=[CH:25][C:20]([C:12]3[O:11][C:9]4[N:10]=[C:5]([NH:4][C:1](=[O:3])[CH3:2])[N:6]=[C:7]([O:38][CH3:39])[C:8]=4[C:13]=3[C:14]3[CH:15]=[CH:16][CH:17]=[CH:18][CH:19]=3)=[CH:21][CH:22]=2)[CH2:27][CH2:28][CH2:29]1. The reactants are [C:1]([NH:4][C:5]1[N:6]=[C:7]([O:38][CH3:39])[C:8]2[C:13]([C:14]3[CH:19]=[CH:18][CH:17]=[CH:16][CH:15]=3)=[C:12]([C:20]3[CH:25]=[CH:24][C:23]([C:26]4([NH:30]C(=O)OC(C)(C)C)[CH2:29][CH2:28][CH2:27]4)=[CH:22][CH:21]=3)[O:11][C:9]=2[N:10]=1)(=[O:3])[CH3:2].C(O)(C(F)(F)F)=O. The yield is 0.580. The catalyst is C(Cl)Cl. (2) The reactants are [Cl:1][C:2]1[C:3]2[N:4]([C:8]([C@@H:11]3[O:16][CH2:15][C@H:14]4[CH2:17][CH2:18][C:19](=[O:20])[N:13]4[CH2:12]3)=[N:9][CH:10]=2)[CH:5]=[CH:6][N:7]=1.[Br:21]N1C(=O)CCC1=O. The catalyst is CC#N. The product is [Br:21][C:10]1[N:9]=[C:8]([C@@H:11]2[O:16][CH2:15][C@H:14]3[CH2:17][CH2:18][C:19](=[O:20])[N:13]3[CH2:12]2)[N:4]2[CH:5]=[CH:6][N:7]=[C:2]([Cl:1])[C:3]=12. The yield is 0.840.